Dataset: Catalyst prediction with 721,799 reactions and 888 catalyst types from USPTO. Task: Predict which catalyst facilitates the given reaction. (1) Reactant: [F:1][C:2]1[CH:3]=[C:4]([CH:7]=[CH:8][C:9]=1F)[C:5]#[N:6].C(=O)(O)[O-].[Na+].[CH3:16][CH2:17][C@@H:18]([NH2:21])[CH2:19][OH:20]. Product: [F:1][C:2]1[CH:3]=[C:4]([CH:7]=[CH:8][C:9]=1[NH:21][CH:18]([CH2:19][OH:20])[CH2:17][CH3:16])[C:5]#[N:6]. The catalyst class is: 9. (2) Reactant: [F:1][C:2]1[CH:20]=[CH:19][C:5]([CH2:6][C:7]2[S:8][C:9]3[N:10]=[C:11]([NH2:18])[N:12]=[C:13]([S:16][CH3:17])[C:14]=3[N:15]=2)=[CH:4][CH:3]=1.[OH-].[Na+].I[CH3:24].O. Product: [F:1][C:2]1[CH:20]=[CH:19][C:5]([CH:6]([C:7]2[S:8][C:9]3[N:10]=[C:11]([NH2:18])[N:12]=[C:13]([S:16][CH3:17])[C:14]=3[N:15]=2)[CH3:24])=[CH:4][CH:3]=1. The catalyst class is: 16. (3) Reactant: C(OC([N:8]([C:13]1[CH:14]=[C:15]([C:21]2[CH:22]=[C:23]3[C:29](I)=[CH:28][N:27]([C:31]([O:33][C:34]([CH3:37])([CH3:36])[CH3:35])=[O:32])[C:24]3=[N:25][CH:26]=2)[CH:16]=[N:17][C:18]=1[O:19][CH3:20])[S:9]([CH3:12])(=[O:11])=[O:10])=O)(C)(C)C.[F:38][C:39]1[CH:40]=[C:41]([CH:59]=[CH:60][CH:61]=1)[CH2:42][N:43]1[C:47]([CH3:48])=[C:46](B2OC(C)(C)C(C)(C)O2)[C:45]([CH3:58])=[N:44]1.C(=O)([O-])[O-].[Na+].[Na+]. Product: [F:38][C:39]1[CH:40]=[C:41]([CH:59]=[CH:60][CH:61]=1)[CH2:42][N:43]1[C:47]([CH3:48])=[C:46]([C:29]2[C:23]3[C:24](=[N:25][CH:26]=[C:21]([C:15]4[CH:16]=[N:17][C:18]([O:19][CH3:20])=[C:13]([NH:8][S:9]([CH3:12])(=[O:11])=[O:10])[CH:14]=4)[CH:22]=3)[N:27]([C:31]([O:33][C:34]([CH3:37])([CH3:36])[CH3:35])=[O:32])[CH:28]=2)[C:45]([CH3:58])=[N:44]1. The catalyst class is: 600. (4) Reactant: Cl.O1CCOC[CH2:3]1.[Br:8][C:9]1[N:14]2[CH:15]=[N:16][CH:17]=[C:13]2[C:12]([O:18][CH2:19][C@@H:20]2[CH2:25][CH2:24][CH2:23][N:22]([C:26](OC(C)(C)C)=O)[CH2:21]2)=[N:11][C:10]=1[Cl:33].C(N(CC)C(C)C)(C)C.C(=O)C.C(O[BH-](OC(=O)C)OC(=O)C)(=O)C.[Na+]. Product: [Br:8][C:9]1[N:14]2[CH:15]=[N:16][CH:17]=[C:13]2[C:12]([O:18][CH2:19][C@@H:20]2[CH2:25][CH2:24][CH2:23][N:22]([CH2:26][CH3:3])[CH2:21]2)=[N:11][C:10]=1[Cl:33]. The catalyst class is: 2. (5) Reactant: [NH2:1][C:2]([NH2:4])=[S:3].[C:5]([O:13][CH2:14][C@H:15]([O:20][C:21](=[O:28])[C:22]1[CH:27]=[CH:26][CH:25]=[CH:24][CH:23]=1)[C:16](=O)[CH2:17]Br)(=[O:12])[C:6]1[CH:11]=[CH:10][CH:9]=[CH:8][CH:7]=1. Product: [C:21]([O:20][C@H:15]([C:16]1[N:1]=[C:2]([NH2:4])[S:3][CH:17]=1)[CH2:14][O:13][C:5](=[O:12])[C:6]1[CH:11]=[CH:10][CH:9]=[CH:8][CH:7]=1)(=[O:28])[C:22]1[CH:23]=[CH:24][CH:25]=[CH:26][CH:27]=1. The catalyst class is: 8. (6) Reactant: [CH:1]([C:4]1[CH:9]=[CH:8][C:7]([C:10]2[N:11]=[CH:12][N:13]([C:15]3[CH:16]=[C:17]([CH:22]=[CH:23][CH:24]=3)[C:18]([O:20]C)=[O:19])[CH:14]=2)=[CH:6][CH:5]=1)([CH3:3])[CH3:2].O.[OH-].[Li+].C(O)(=O)C. Product: [CH:1]([C:4]1[CH:5]=[CH:6][C:7]([C:10]2[N:11]=[CH:12][N:13]([C:15]3[CH:16]=[C:17]([CH:22]=[CH:23][CH:24]=3)[C:18]([OH:20])=[O:19])[CH:14]=2)=[CH:8][CH:9]=1)([CH3:3])[CH3:2]. The catalyst class is: 5. (7) Reactant: [Cl:1][C:2]1[CH:7]=[CH:6][CH:5]=[CH:4][C:3]=1[C:8]1[C:12]([C:13]2[CH:30]=[CH:29][C:16]([O:17][CH:18]3[CH2:21][N:20](C(OC(C)(C)C)=O)[CH2:19]3)=[CH:15][CH:14]=2)=[C:11]([C:31]2[CH:36]=[CH:35][C:34]([O:37]C)=[CH:33][CH:32]=2)[O:10][N:9]=1.O. Product: [NH:20]1[CH2:19][CH:18]([O:17][C:16]2[CH:29]=[CH:30][C:13]([C:12]3[C:8]([C:3]4[CH:4]=[CH:5][CH:6]=[CH:7][C:2]=4[Cl:1])=[N:9][O:10][C:11]=3[C:31]3[CH:32]=[CH:33][C:34]([OH:37])=[CH:35][CH:36]=3)=[CH:14][CH:15]=2)[CH2:21]1. The catalyst class is: 2.